From a dataset of Peptide-MHC class I binding affinity with 185,985 pairs from IEDB/IMGT. Regression. Given a peptide amino acid sequence and an MHC pseudo amino acid sequence, predict their binding affinity value. This is MHC class I binding data. (1) The peptide sequence is FLKNRFEAL. The MHC is HLA-B15:01 with pseudo-sequence HLA-B15:01. The binding affinity (normalized) is 0.563. (2) The peptide sequence is LSDLCNFLV. The MHC is HLA-B27:03 with pseudo-sequence HLA-B27:03. The binding affinity (normalized) is 0.0847. (3) The peptide sequence is YSAGALASC. The MHC is HLA-A02:02 with pseudo-sequence HLA-A02:02. The binding affinity (normalized) is 0.234. (4) The peptide sequence is LLTACTIFYI. The MHC is HLA-A33:01 with pseudo-sequence HLA-A33:01. The binding affinity (normalized) is 0.177. (5) The peptide sequence is TWILRHPGF. The MHC is HLA-A23:01 with pseudo-sequence HLA-A23:01. The binding affinity (normalized) is 0.556. (6) The peptide sequence is YALTEYHAM. The MHC is HLA-A68:02 with pseudo-sequence HLA-A68:02. The binding affinity (normalized) is 0.0847.